Task: Predict the product of the given reaction.. Dataset: Forward reaction prediction with 1.9M reactions from USPTO patents (1976-2016) (1) Given the reactants [Cl:1][C:2]1[CH:3]=[C:4]([NH:9][C:10]2[O:11][C:12]([C:15]3[CH:20]=[CH:19][CH:18]=[CH:17][CH:16]=3)=[CH:13][N:14]=2)[CH:5]=[CH:6][C:7]=1[Cl:8].C([O-])([O-])=O.[K+].[K+].[CH2:27]([O:29][P:30]([C:35]([C:38]1[CH:43]=[CH:42][C:41]([CH2:44]Br)=[CH:40][C:39]=1[Br:46])([F:37])[F:36])(=[O:34])[O:31][CH2:32][CH3:33])[CH3:28], predict the reaction product. The product is: [CH2:32]([O:31][P:30]([C:35]([C:38]1[CH:43]=[CH:42][C:41]([CH2:44][N:9]([C:4]2[CH:5]=[CH:6][C:7]([Cl:8])=[C:2]([Cl:1])[CH:3]=2)[C:10]2[O:11][C:12]([C:15]3[CH:20]=[CH:19][CH:18]=[CH:17][CH:16]=3)=[CH:13][N:14]=2)=[CH:40][C:39]=1[Br:46])([F:37])[F:36])(=[O:34])[O:29][CH2:27][CH3:28])[CH3:33]. (2) Given the reactants CS(O[CH2:6][C@@H:7]([NH:9][C:10]([O:12][C:13]([CH3:16])([CH3:15])[CH3:14])=[O:11])[CH3:8])(=O)=O.[F:17][C:18]1[CH:23]=[CH:22][C:21]([C:24]2[CH:28]=[CH:27][NH:26][N:25]=2)=[CH:20][CH:19]=1, predict the reaction product. The product is: [F:17][C:18]1[CH:19]=[CH:20][C:21]([C:24]2[CH:28]=[CH:27][N:26]([CH2:6][C@@H:7]([NH:9][C:10](=[O:11])[O:12][C:13]([CH3:16])([CH3:15])[CH3:14])[CH3:8])[N:25]=2)=[CH:22][CH:23]=1.